Dataset: Forward reaction prediction with 1.9M reactions from USPTO patents (1976-2016). Task: Predict the product of the given reaction. (1) Given the reactants [F:1][C:2]1[C:3]([C:9]2[N:13]([CH:14]3[CH2:19][CH2:18][O:17][CH2:16][CH2:15]3)[C:12]([CH3:20])=[N:11][CH:10]=2)=[N:4][C:5]([NH2:8])=[N:6][CH:7]=1.Br[C:22]1[CH:27]=[CH:26][C:25]([CH2:28][N:29]([CH3:31])[CH3:30])=[CH:24][CH:23]=1.CC(C1C=C(C(C)C)C(C2C=CC=CC=2P(C2CCCCC2)C2CCCCC2)=C(C(C)C)C=1)C.C([O-])([O-])=O.[Cs+].[Cs+], predict the reaction product. The product is: [CH3:30][N:29]([CH2:28][C:25]1[CH:26]=[CH:27][C:22]([NH:8][C:5]2[N:4]=[C:3]([C:9]3[N:13]([CH:14]4[CH2:19][CH2:18][O:17][CH2:16][CH2:15]4)[C:12]([CH3:20])=[N:11][CH:10]=3)[C:2]([F:1])=[CH:7][N:6]=2)=[CH:23][CH:24]=1)[CH3:31]. (2) The product is: [Cl:36][C:37]1[C:38]2[C:48]([F:49])=[CH:47][CH:46]=[CH:45][C:39]=2[S:40][C:41]=1[C:42]([N:15]([CH2:16][C:17]1[CH:18]=[C:19]([C:25]2[CH:30]=[CH:29][C:28]([N:31]([CH:33]=[O:34])[CH3:32])=[CH:27][CH:26]=2)[CH:20]=[CH:21][C:22]=1[O:23][CH3:24])[CH:12]1[CH2:13][CH2:14][CH:9]([N:7]([CH3:8])[C:6](=[O:35])[O:5][C:1]([CH3:4])([CH3:2])[CH3:3])[CH2:10][CH2:11]1)=[O:43]. Given the reactants [C:1]([O:5][C:6](=[O:35])[N:7]([CH:9]1[CH2:14][CH2:13][CH:12]([NH:15][CH2:16][C:17]2[CH:18]=[C:19]([C:25]3[CH:30]=[CH:29][C:28]([N:31]([CH:33]=[O:34])[CH3:32])=[CH:27][CH:26]=3)[CH:20]=[CH:21][C:22]=2[O:23][CH3:24])[CH2:11][CH2:10]1)[CH3:8])([CH3:4])([CH3:3])[CH3:2].[Cl:36][C:37]1[C:38]2[C:48]([F:49])=[CH:47][CH:46]=[CH:45][C:39]=2[S:40][C:41]=1[C:42](Cl)=[O:43], predict the reaction product. (3) Given the reactants [Br:1][CH2:2][C:3]1[CH:19]=[CH:18][C:6]([C:7]([C:9]2[CH:14]=[CH:13][C:12]([N+:15]([O-:17])=[O:16])=[CH:11][CH:10]=2)=O)=[CH:5][CH:4]=1.FC(F)(F)S(O)(=O)=O.C([SiH](CC)CC)C.C(=O)(O)[O-].[Na+], predict the reaction product. The product is: [Br:1][CH2:2][C:3]1[CH:19]=[CH:18][C:6]([CH2:7][C:9]2[CH:14]=[CH:13][C:12]([N+:15]([O-:17])=[O:16])=[CH:11][CH:10]=2)=[CH:5][CH:4]=1. (4) Given the reactants [CH3:1][C:2]([CH3:33])([CH3:32])[C:3](=[O:31])[CH2:4][O:5][C:6]1[CH:11]=[CH:10][C:9]([C:12]([C:17]2[CH:18]=[C:19]([CH3:29])[C:20]3[O:24][C:23]([C:25]([OH:27])=[O:26])=[CH:22][C:21]=3[CH:28]=2)([CH2:15][CH3:16])[CH2:13][CH3:14])=[CH:8][C:7]=1[CH3:30].[BH4-].[Na+], predict the reaction product. The product is: [CH2:13]([C:12]([C:17]1[CH:18]=[C:19]([CH3:29])[C:20]2[O:24][C:23]([C:25]([OH:27])=[O:26])=[CH:22][C:21]=2[CH:28]=1)([C:9]1[CH:10]=[CH:11][C:6]([O:5][CH2:4][CH:3]([OH:31])[C:2]([CH3:32])([CH3:33])[CH3:1])=[C:7]([CH3:30])[CH:8]=1)[CH2:15][CH3:16])[CH3:14]. (5) Given the reactants [CH:1]1[C:18]2[C:17]3[C:12](=[CH:13][CH:14]=[CH:15][CH:16]=3)[C:11]3[C:6](=[CH:7][CH:8]=[CH:9][CH:10]=3)[C:5]=2[CH:4]=[CH:3][CH:2]=1.[Al+3].[Cl-].[Cl-].[Cl-].[CH3:23][C:24](Cl)=[O:25], predict the reaction product. The product is: [C:24]([C:4]1[C:5]2[C:6]3[C:11](=[CH:10][CH:9]=[CH:8][CH:7]=3)[C:12]3[C:17](=[CH:16][CH:15]=[CH:14][CH:13]=3)[C:18]=2[CH:1]=[CH:2][CH:3]=1)(=[O:25])[CH3:23]. (6) Given the reactants [CH2:1]([O:8][CH2:9][CH2:10][N:11]1[C:17](=[O:18])[C@@H:16]([NH:19][C:20](=[O:27])[C:21]([F:26])([CH3:25])[C:22]([OH:24])=O)[C:15]2[CH:28]=[CH:29][CH:30]=[CH:31][C:14]=2[C:13]2[CH:32]=[CH:33][CH:34]=[CH:35][C:12]1=2)[C:2]1[CH:7]=[CH:6][CH:5]=[CH:4][CH:3]=1.[F:36][C:37]([F:44])([C:40]([F:43])([F:42])[F:41])[CH2:38][NH2:39], predict the reaction product. The product is: [CH2:1]([O:8][CH2:9][CH2:10][N:11]1[C:17](=[O:18])[C@@H:16]([NH:19][C:20](=[O:27])[C:21]([F:26])([CH3:25])[C:22]([NH:39][CH2:38][C:37]([F:44])([F:36])[C:40]([F:43])([F:42])[F:41])=[O:24])[C:15]2[CH:28]=[CH:29][CH:30]=[CH:31][C:14]=2[C:13]2[CH:32]=[CH:33][CH:34]=[CH:35][C:12]1=2)[C:2]1[CH:3]=[CH:4][CH:5]=[CH:6][CH:7]=1. (7) Given the reactants Cl.[NH:2]1[CH2:6][CH2:5][C@@H:4]([NH:7][C:8]([C:10]2[C:14]3[N:15]=[CH:16][N:17]=[C:18]([C:19]4[CH:24]=[C:23]([F:25])[C:22]([O:26][CH3:27])=[CH:21][C:20]=4[O:28][CH2:29][CH:30]4[CH2:32][CH2:31]4)[C:13]=3[NH:12][CH:11]=2)=[O:9])[CH2:3]1.Cl[C:34]([C@@H:36]([O:38]C(=O)C)[CH3:37])=[O:35], predict the reaction product. The product is: [OH:38][C@@H:36]([CH3:37])[C:34]([N:2]1[CH2:6][CH2:5][C@@H:4]([NH:7][C:8]([C:10]2[C:14]3[N:15]=[CH:16][N:17]=[C:18]([C:19]4[CH:24]=[C:23]([F:25])[C:22]([O:26][CH3:27])=[CH:21][C:20]=4[O:28][CH2:29][CH:30]4[CH2:31][CH2:32]4)[C:13]=3[NH:12][CH:11]=2)=[O:9])[CH2:3]1)=[O:35].